Dataset: Reaction yield outcomes from USPTO patents with 853,638 reactions. Task: Predict the reaction yield, written as a fraction of the theoretical maximum amount of product (1.0 means a 100% yield; for example, 0.34 means a 34% yield). The reactants are [Cl:1][CH2:2][CH2:3][N:4]=[C:5]=[O:6].[CH:7]1([C:10]2[CH:15]=[CH:14][N:13]=[CH:12][C:11]=2[NH2:16])[CH2:9][CH2:8]1.CO. The catalyst is C1(C)C=CC=CC=1.C(Cl)(Cl)Cl. The product is [Cl:1][CH2:2][CH2:3][NH:4][C:5]([NH:16][C:11]1[CH:12]=[N:13][CH:14]=[CH:15][C:10]=1[CH:7]1[CH2:9][CH2:8]1)=[O:6]. The yield is 0.280.